Dataset: Catalyst prediction with 721,799 reactions and 888 catalyst types from USPTO. Task: Predict which catalyst facilitates the given reaction. (1) Reactant: CS(Cl)(=O)=O.[CH2:6]([O:13][C:14]1[CH:19]=[C:18]([O:20][CH2:21][C:22]2[CH:27]=[CH:26][CH:25]=[CH:24][CH:23]=2)[C:17]([CH:28]([CH3:30])[CH3:29])=[CH:16][C:15]=1[N:31]1[C:35]([C:36]2[CH:41]=[CH:40][C:39]([CH2:42]O)=[CH:38][CH:37]=2)=[CH:34][N:33]=[N:32]1)[C:7]1[CH:12]=[CH:11][CH:10]=[CH:9][CH:8]=1.[NH:44]1[CH2:49][CH2:48][O:47][CH2:46][CH2:45]1. Product: [CH2:6]([O:13][C:14]1[CH:19]=[C:18]([O:20][CH2:21][C:22]2[CH:23]=[CH:24][CH:25]=[CH:26][CH:27]=2)[C:17]([CH:28]([CH3:30])[CH3:29])=[CH:16][C:15]=1[N:31]1[C:35]([C:36]2[CH:41]=[CH:40][C:39]([CH2:42][N:44]3[CH2:49][CH2:48][O:47][CH2:46][CH2:45]3)=[CH:38][CH:37]=2)=[CH:34][N:33]=[N:32]1)[C:7]1[CH:12]=[CH:11][CH:10]=[CH:9][CH:8]=1. The catalyst class is: 59. (2) Reactant: [NH2:1][C:2]1[C:12]2[C:11](=[O:13])[N:10]([C:14]3[CH:19]=[CH:18][C:17]([CH:20]4[CH2:25][CH2:24][CH:23]([CH2:26][C:27]([NH:29]/[C:30](=[N:32]/[OH:33])/[CH3:31])=O)[CH2:22][CH2:21]4)=[CH:16][CH:15]=3)[CH2:9][CH2:8][O:7][C:6]=2[N:5]=[CH:4][N:3]=1. Product: [NH2:1][C:2]1[C:12]2[C:11](=[O:13])[N:10]([C:14]3[CH:19]=[CH:18][C:17]([C@H:20]4[CH2:25][CH2:24][C@H:23]([CH2:26][C:27]5[O:33][N:32]=[C:30]([CH3:31])[N:29]=5)[CH2:22][CH2:21]4)=[CH:16][CH:15]=3)[CH2:9][CH2:8][O:7][C:6]=2[N:5]=[CH:4][N:3]=1. The catalyst class is: 9. (3) Reactant: [N:1]1[CH:6]=[CH:5][C:4]([C:7]2[CH:11]=[C:10]([CH2:12]O)[NH:9][N:8]=2)=[CH:3][CH:2]=1.[BrH:14].CC(O)=O. Product: [Br:14][CH2:12][C:10]1[NH:9][N:8]=[C:7]([C:4]2[CH:5]=[CH:6][N:1]=[CH:2][CH:3]=2)[CH:11]=1. The catalyst class is: 5. (4) Reactant: C([O-])(O)=O.[Na+].I[CH2:7][CH2:8][F:9].[I:10][C:11]1[CH:16]=[CH:15][C:14]([CH2:17][C:18]([NH:20][CH2:21][C@H:22]2[CH2:26][CH2:25][CH2:24][NH:23]2)=[O:19])=[CH:13][CH:12]=1. Product: [F:9][CH2:8][CH2:7][N:23]1[CH2:24][CH2:25][CH2:26][C@@H:22]1[CH2:21][NH:20][C:18](=[O:19])[CH2:17][C:14]1[CH:13]=[CH:12][C:11]([I:10])=[CH:16][CH:15]=1. The catalyst class is: 18.